Dataset: NCI-60 drug combinations with 297,098 pairs across 59 cell lines. Task: Regression. Given two drug SMILES strings and cell line genomic features, predict the synergy score measuring deviation from expected non-interaction effect. (1) Drug 1: CC1=C(C=C(C=C1)C(=O)NC2=CC(=CC(=C2)C(F)(F)F)N3C=C(N=C3)C)NC4=NC=CC(=N4)C5=CN=CC=C5. Drug 2: CC(C)NC(=O)C1=CC=C(C=C1)CNNC.Cl. Cell line: TK-10. Synergy scores: CSS=-7.94, Synergy_ZIP=4.14, Synergy_Bliss=3.57, Synergy_Loewe=-5.69, Synergy_HSA=-5.32. (2) Synergy scores: CSS=13.9, Synergy_ZIP=-12.6, Synergy_Bliss=-13.6, Synergy_Loewe=-22.6, Synergy_HSA=-12.1. Drug 1: CC12CCC(CC1=CCC3C2CCC4(C3CC=C4C5=CN=CC=C5)C)O. Cell line: U251. Drug 2: C1=NC2=C(N1)C(=S)N=CN2.